Task: Predict the reactants needed to synthesize the given product.. Dataset: Full USPTO retrosynthesis dataset with 1.9M reactions from patents (1976-2016) (1) Given the product [N+:14]([C:17]1[CH:22]=[CH:21][CH:20]=[CH:19][C:18]=1[S:23]([NH:1][C:2]1[CH:3]=[CH:4][C:5]([CH2:8][CH2:9][C:10]([O:12][CH3:13])=[O:11])=[CH:6][CH:7]=1)(=[O:25])=[O:24])([O-:16])=[O:15], predict the reactants needed to synthesize it. The reactants are: [NH2:1][C:2]1[CH:7]=[CH:6][C:5]([CH2:8][CH2:9][C:10]([O:12][CH3:13])=[O:11])=[CH:4][CH:3]=1.[N+:14]([C:17]1[CH:22]=[CH:21][CH:20]=[CH:19][C:18]=1[S:23](Cl)(=[O:25])=[O:24])([O-:16])=[O:15]. (2) Given the product [Cl:1][C:2]1[CH:3]=[CH:4][C:5]([C:8]([Cl:14])=[O:10])=[N:6][CH:7]=1, predict the reactants needed to synthesize it. The reactants are: [Cl:1][C:2]1[CH:3]=[CH:4][C:5]([C:8]([OH:10])=O)=[N:6][CH:7]=1.C(Cl)(=O)C([Cl:14])=O.CN(C)C=O. (3) Given the product [CH3:33][N:34]([CH3:38])[C:35]([N:29]1[CH2:28][CH2:27][N:26]([C:24]([C:6]2[N:5]([CH2:4][CH:3]([F:2])[F:32])[C:13]3[C:8]([CH:7]=2)=[CH:9][C:10]([O:14][CH:15]2[CH2:20][CH2:19][N:18]([CH:21]([CH3:23])[CH3:22])[CH2:17][CH2:16]2)=[CH:11][CH:12]=3)=[O:25])[CH2:31][CH2:30]1)=[O:36], predict the reactants needed to synthesize it. The reactants are: Cl.[F:2][CH:3]([F:32])[CH2:4][N:5]1[C:13]2[C:8](=[CH:9][C:10]([O:14][CH:15]3[CH2:20][CH2:19][N:18]([CH:21]([CH3:23])[CH3:22])[CH2:17][CH2:16]3)=[CH:11][CH:12]=2)[CH:7]=[C:6]1[C:24]([N:26]1[CH2:31][CH2:30][NH:29][CH2:28][CH2:27]1)=[O:25].[CH3:33][N:34]([CH3:38])[C:35](Cl)=[O:36]. (4) Given the product [CH2:1]([N:3]1[C:7]2[NH:8][CH2:9][CH2:10][S:11][CH:12]([C:13]3[CH:21]=[CH:20][C:16]([C:17]([Cl:31])=[O:18])=[CH:15][C:14]=3[CH3:22])[C:6]=2[C:5]([C:23]2[CH:28]=[CH:27][CH:26]=[CH:25][N:24]=2)=[N:4]1)[CH3:2], predict the reactants needed to synthesize it. The reactants are: [CH2:1]([N:3]1[C:7]2[NH:8][CH2:9][CH2:10][S:11][CH:12]([C:13]3[CH:21]=[CH:20][C:16]([C:17](O)=[O:18])=[CH:15][C:14]=3[CH3:22])[C:6]=2[C:5]([C:23]2[CH:28]=[CH:27][CH:26]=[CH:25][N:24]=2)=[N:4]1)[CH3:2].S(Cl)([Cl:31])=O.CN(C=O)C. (5) Given the product [Cl:21][C:16]1[CH:15]=[C:14]([CH:19]=[CH:18][C:17]=1[Cl:20])[CH2:13][NH:12][CH2:11][C:8]([NH:7][C:6](=[O:23])[O:5][C:1]([CH3:4])([CH3:2])[CH3:3])([CH3:9])[CH3:10], predict the reactants needed to synthesize it. The reactants are: [C:1]([O:5][C:6](=[O:23])[NH:7][C:8]([C:11](=O)[NH:12][CH2:13][C:14]1[CH:19]=[CH:18][C:17]([Cl:20])=[C:16]([Cl:21])[CH:15]=1)([CH3:10])[CH3:9])([CH3:4])([CH3:3])[CH3:2].B.O1CCCC1.CO. (6) Given the product [C:1]([O:5][C:6](=[O:7])[N:8]([CH:9]([C:10](=[O:11])[NH:12][C:13]1[CH:18]=[C:17]([C:37]2[C:38]3[N:43]([CH3:44])[N:42]=[C:41]([CH3:45])[C:39]=3[N:40]=[CH:35][N:36]=2)[CH:16]=[C:15]([NH:22][C:23]([C:25]2[CH:30]=[CH:29][C:28]([Cl:31])=[CH:27][N:26]=2)=[O:24])[N:14]=1)[CH3:32])[CH3:33])([CH3:4])([CH3:3])[CH3:2], predict the reactants needed to synthesize it. The reactants are: [C:1]([O:5][C:6]([N:8]([CH3:33])[CH:9]([CH3:32])[C:10]([NH:12][C:13]1[CH:18]=[C:17](B(O)O)[CH:16]=[C:15]([NH:22][C:23]([C:25]2[CH:30]=[CH:29][C:28]([Cl:31])=[CH:27][N:26]=2)=[O:24])[N:14]=1)=[O:11])=[O:7])([CH3:4])([CH3:3])[CH3:2].Cl[C:35]1[N:36]=[C:37](Cl)[C:38]2[N:43]([CH3:44])[N:42]=[C:41]([CH3:45])[C:39]=2[N:40]=1. (7) Given the product [NH:2]1[C:7]2([CH2:8][CH2:9][C:10](=[O:13])[CH2:11][CH2:12]2)[C:6](=[O:14])[NH:5][CH2:4][CH2:3]1, predict the reactants needed to synthesize it. The reactants are: Cl.[NH:2]1[C:7]2([CH2:12][CH2:11][C:10](=[O:13])[CH2:9][CH2:8]2)[C:6](=[O:14])[NH:5][CH2:4][CH2:3]1.C[O-].[Na+]. (8) Given the product [F:28][C:20]1[C:19]2[C:18]([S:15]([N:12]3[CH2:13][CH2:14][CH:10]([NH:8][CH3:6])[CH2:11]3)(=[O:16])=[O:17])=[CH:27][CH:26]=[CH:25][C:24]=2[CH:23]=[N:22][CH:21]=1.[ClH:43], predict the reactants needed to synthesize it. The reactants are: C(O[C:6]([N:8]([CH:10]1[CH2:14][CH2:13][N:12]([S:15]([C:18]2[C:19]3[C:20]([F:28])=[CH:21][N:22]=[CH:23][C:24]=3[CH:25]=[CH:26][CH:27]=2)(=[O:17])=[O:16])[CH2:11]1)C)=O)(C)(C)C.FC1C2C(S([Cl:43])(=O)=O)=CC=CC=2C=NC=1.C(OC(N(C1CCNC1)C)=O)(C)(C)C.BrC1C2C(S(Cl)(=O)=O)=CC=CC=2C=NC=1.C(OC(N([C@H]1CCNC1)C)=O)(C)(C)C. (9) Given the product [OH:14][C:9]1[CH:10]=[CH:11][CH:12]=[CH:13][C:8]=1[C:6]1[N:31]([CH2:30][CH2:29][O:22][C:23]2[CH:28]=[CH:27][CH:26]=[CH:25][CH:24]=2)[C:2](=[O:7])[C:3]2[C:4](=[CH:18][CH:19]=[CH:20][CH:21]=2)[N:5]=1, predict the reactants needed to synthesize it. The reactants are: O=[C:2]1[O:7][C:6]([C:8]2[CH:13]=[CH:12][CH:11]=[CH:10][C:9]=2[O:14]C(=O)C)=[N:5][C:4]2[CH:18]=[CH:19][CH:20]=[CH:21][C:3]1=2.[O:22]([CH2:29][CH2:30][NH2:31])[C:23]1[CH:28]=[CH:27][CH:26]=[CH:25][CH:24]=1. (10) Given the product [ClH:1].[Cl:1][C:2]1[N:6]([CH3:7])[CH:5]=[N:4][C:3]=1[CH2:8][S:9][C:10]1[N:15]=[C:14]([OH:16])[CH:13]=[C:12]([CH3:17])[N:11]=1, predict the reactants needed to synthesize it. The reactants are: [Cl:1][C:2]1[N:6]([CH3:7])[CH:5]=[N:4][C:3]=1[CH2:8][S:9][C:10]1[N:15]=[C:14]([OH:16])[CH:13]=[C:12]([CH3:17])[N:11]=1.Cl.O1CCOCC1.